Dataset: Full USPTO retrosynthesis dataset with 1.9M reactions from patents (1976-2016). Task: Predict the reactants needed to synthesize the given product. (1) Given the product [Br:4][C:5]1[CH:6]=[N:7][CH:8]=[CH:9][C:10]=1[CH:11]1[CH2:13][O:12]1, predict the reactants needed to synthesize it. The reactants are: [SH3+].[H-].[Na+].[Br:4][C:5]1[CH:6]=[N:7][CH:8]=[CH:9][C:10]=1[CH:11]=[O:12].[CH3:13]S(C)=O. (2) Given the product [CH2:14]([O:16][C:17](=[O:30])[CH:18]([CH3:29])[CH2:19][C:20]1[CH:25]=[C:24]([F:26])[C:23]([O:27][CH2:12][C:8]2[CH:9]=[CH:10][CH:11]=[C:6]([S:5][CH:1]([CH2:3][CH3:4])[CH3:2])[N:7]=2)=[C:22]([F:28])[CH:21]=1)[CH3:15], predict the reactants needed to synthesize it. The reactants are: [CH:1]([S:5][C:6]1[CH:11]=[CH:10][CH:9]=[C:8]([CH2:12]Cl)[N:7]=1)([CH2:3][CH3:4])[CH3:2].[CH2:14]([O:16][C:17](=[O:30])[CH:18]([CH3:29])[CH2:19][C:20]1[CH:25]=[C:24]([F:26])[C:23]([OH:27])=[C:22]([F:28])[CH:21]=1)[CH3:15]. (3) Given the product [O:15]([C:22]1[CH:23]=[C:24]([C@@H:28]2[CH2:29][CH2:30][CH2:31][NH:32]2)[CH:25]=[CH:26][CH:27]=1)[C:16]1[CH:17]=[CH:18][CH:19]=[CH:20][CH:21]=1, predict the reactants needed to synthesize it. The reactants are: C1([SiH3])C=CC=CC=1.N1CCCC1.CO.[O:15]([C:22]1[CH:23]=[C:24]([C:28]2[CH2:29][CH2:30][CH2:31][N:32]=2)[CH:25]=[CH:26][CH:27]=1)[C:16]1[CH:21]=[CH:20][CH:19]=[CH:18][CH:17]=1. (4) Given the product [CH3:1][O:2][C:3]1[CH:4]=[CH:5][C:6]([CH:9]([CH2:12][CH2:13][C:14]2[CH:19]=[CH:18][CH:17]=[CH:16][CH:15]=2)[CH2:10][NH:11][CH:20]=[O:21])=[CH:7][CH:8]=1, predict the reactants needed to synthesize it. The reactants are: [CH3:1][O:2][C:3]1[CH:8]=[CH:7][C:6]([CH:9]([CH2:12][CH2:13][C:14]2[CH:19]=[CH:18][CH:17]=[CH:16][CH:15]=2)[CH2:10][NH2:11])=[CH:5][CH:4]=1.[CH:20](O)=[O:21].O. (5) Given the product [CH2:51]1[C:50]2([CH2:53][CH2:54][C@H:48]([CH2:47][O:1][C:2]3[CH:11]=[C:10]4[C:5]([C:6]([O:12][C:13]5[CH:14]=[CH:15][C:16]([NH:19][C:20]([C:22]6[C:23](=[O:35])[N:24]([C:29]7[CH:30]=[CH:31][CH:32]=[CH:33][CH:34]=7)[N:25]([CH3:28])[C:26]=6[CH3:27])=[O:21])=[N:17][CH:18]=5)=[CH:7][CH:8]=[N:9]4)=[CH:4][CH:3]=3)[O:49]2)[CH2:52]1, predict the reactants needed to synthesize it. The reactants are: [OH:1][C:2]1[CH:11]=[C:10]2[C:5]([C:6]([O:12][C:13]3[CH:14]=[CH:15][C:16]([NH:19][C:20]([C:22]4[C:23](=[O:35])[N:24]([C:29]5[CH:34]=[CH:33][CH:32]=[CH:31][CH:30]=5)[N:25]([CH3:28])[C:26]=4[CH3:27])=[O:21])=[N:17][CH:18]=3)=[CH:7][CH:8]=[N:9]2)=[CH:4][CH:3]=1.C(=O)([O-])[O-].[Cs+].[Cs+].CS(O[CH2:47][C@H:48]1[CH2:54][CH2:53][C:50]2([CH2:52][CH2:51]2)[O:49]1)(=O)=O. (6) The reactants are: C[O-].[Na+].CN(C)/[CH:6]=[C:7](/[C:15]1[CH:20]=[CH:19][N:18]=[CH:17][N:16]=1)\[C:8]([C:10]1[O:11][CH:12]=[CH:13][CH:14]=1)=O.[C:22]([CH2:24][C:25]([NH2:27])=[O:26])#[N:23]. Given the product [O:11]1[CH:12]=[CH:13][CH:14]=[C:10]1[C:8]1[NH:27][C:25](=[O:26])[C:24]([C:22]#[N:23])=[CH:6][C:7]=1[C:15]1[CH:20]=[CH:19][N:18]=[CH:17][N:16]=1, predict the reactants needed to synthesize it. (7) Given the product [CH2:28]([NH:35][C:19]([C:17]1[S:18][C:13]2[C:12]([N:22]3[CH2:27][CH2:26][O:25][CH2:24][CH2:23]3)=[N:11][C:10]([C:5]3[CH:6]=[CH:7][CH:8]=[C:9]4[C:4]=3[CH:3]=[N:2][NH:1]4)=[N:15][C:14]=2[CH:16]=1)=[O:20])[C:29]1[CH:34]=[CH:33][CH:32]=[CH:31][CH:30]=1, predict the reactants needed to synthesize it. The reactants are: [NH:1]1[C:9]2[C:4](=[C:5]([C:10]3[N:11]=[C:12]([N:22]4[CH2:27][CH2:26][O:25][CH2:24][CH2:23]4)[C:13]4[S:18][C:17]([C:19](O)=[O:20])=[CH:16][C:14]=4[N:15]=3)[CH:6]=[CH:7][CH:8]=2)[CH:3]=[N:2]1.[CH2:28]([NH2:35])[C:29]1[CH:34]=[CH:33][CH:32]=[CH:31][CH:30]=1. (8) The reactants are: [Cl:1][C:2]1[CH:7]=[CH:6][C:5](I)=[CH:4][CH:3]=1.C(=O)([O-])[O-].[Cs+].[Cs+].[CH2:15]([O:17][C:18](=[O:21])[C:19]#[CH:20])[CH3:16]. Given the product [CH2:15]([O:17][C:18](=[O:21])[C:19]#[C:20][C:5]1[CH:6]=[CH:7][C:2]([Cl:1])=[CH:3][CH:4]=1)[CH3:16], predict the reactants needed to synthesize it. (9) Given the product [C:1]([C:3]1[CH:4]=[CH:5][C:6]([NH:9][CH:10]([C:15]2[CH:16]=[C:17]([CH2:25][CH3:26])[C:18]3[O:22][CH:21]=[C:20]([CH3:23])[C:19]=3[CH:24]=2)[C:11]([OH:13])=[O:12])=[CH:7][CH:8]=1)#[N:2], predict the reactants needed to synthesize it. The reactants are: [C:1]([C:3]1[CH:8]=[CH:7][C:6]([NH:9][CH:10]([C:15]2[CH:16]=[C:17]([CH2:25][CH3:26])[C:18]3[O:22][CH:21]=[C:20]([CH3:23])[C:19]=3[CH:24]=2)[C:11]([O:13]C)=[O:12])=[CH:5][CH:4]=1)#[N:2].O[Li].O.C1COCC1.